Dataset: Reaction yield outcomes from USPTO patents with 853,638 reactions. Task: Predict the reaction yield, written as a fraction of the theoretical maximum amount of product (1.0 means a 100% yield; for example, 0.34 means a 34% yield). (1) The reactants are C([O:3][C:4](=[O:50])[CH2:5][CH2:6][CH2:7][O:8][C:9]1[CH:14]=[CH:13][CH:12]=[C:11]([CH2:15][CH2:16][CH2:17][CH2:18][CH2:19][CH2:20][O:21][C:22]2[CH:27]=[C:26]([C:28]3[CH:33]=[CH:32][N:31]=[CH:30][CH:29]=3)[CH:25]=[C:24]([C:34]3[CH:42]=[CH:41][C:37]4[O:38][CH2:39][O:40][C:36]=4[CH:35]=3)[CH:23]=2)[C:10]=1[CH2:43][CH2:44][C:45]([O:47]CC)=[O:46])C.[OH-].[Na+]. No catalyst specified. The product is [O:38]1[C:37]2[CH:41]=[CH:42][C:34]([C:24]3[CH:23]=[C:22]([CH:27]=[C:26]([C:28]4[CH:29]=[CH:30][N:31]=[CH:32][CH:33]=4)[CH:25]=3)[O:21][CH2:20][CH2:19][CH2:18][CH2:17][CH2:16][CH2:15][C:11]3[C:10]([CH2:43][CH2:44][C:45]([OH:47])=[O:46])=[C:9]([CH:14]=[CH:13][CH:12]=3)[O:8][CH2:7][CH2:6][CH2:5][C:4]([OH:50])=[O:3])=[CH:35][C:36]=2[O:40][CH2:39]1. The yield is 0.540. (2) The catalyst is CCO. The reactants are [C:1]([C:3]1[CH:4]=[C:5]2[C:10](=[CH:11][CH:12]=1)[C:8](=[O:9])[O:7][CH2:6]2)#[N:2].[NH2:13][OH:14]. The yield is 0.862. The product is [OH:14][N:13]=[C:1]([C:3]1[CH:4]=[C:5]2[C:10](=[CH:11][CH:12]=1)[C:8](=[O:9])[O:7][CH2:6]2)[NH2:2]. (3) The reactants are P(Cl)(Cl)([Cl:3])=O.O[C:7]1[C:12]([C:13]([O:15][CH2:16][CH3:17])=[O:14])=[CH:11][N:10]=[C:9]([CH3:18])[N:8]=1. The catalyst is C(N(CC)CC)C. The product is [Cl:3][C:7]1[C:12]([C:13]([O:15][CH2:16][CH3:17])=[O:14])=[CH:11][N:10]=[C:9]([CH3:18])[N:8]=1. The yield is 0.530. (4) The yield is 0.120. The catalyst is CN(C=O)C. The reactants are [CH3:1][N:2]1[C:10](=[O:11])[C:9]2[NH:8][CH:7]=[N:6][C:5]=2[N:4]([CH2:12][CH2:13][CH2:14][CH2:15][CH3:16])[C:3]1=[O:17].[Br:18]NC(=O)CCC(N)=O. The product is [Br:18][C:7]1[NH:8][C:9]2[C:10](=[O:11])[N:2]([CH3:1])[C:3](=[O:17])[N:4]([CH2:12][CH2:13][CH2:14][CH2:15][CH3:16])[C:5]=2[N:6]=1. (5) The reactants are [F:1][C:2]1[CH:7]=[CH:6][C:5]([O:8][CH3:9])=[CH:4][C:3]=1/[CH:10]=[C:11](\[SH:15])/[C:12]([OH:14])=[O:13].II.S(S([O-])=O)([O-])(=O)=O.[Na+].[Na+].CCOCC. The catalyst is C(COC)OC. The product is [F:1][C:2]1[C:3]2[CH:10]=[C:11]([C:12]([OH:14])=[O:13])[S:15][C:4]=2[C:5]([O:8][CH3:9])=[CH:6][CH:7]=1. The yield is 0.300. (6) The reactants are [Cl:1][C:2]1[N:7]=[C:6]([NH:8][NH:9][C:10](=[O:29])[C@H:11]([CH2:23][CH:24]2[CH2:28][CH2:27][CH2:26][CH2:25]2)[CH2:12][N:13]([O:16]C2CCCCO2)[CH:14]=[O:15])[C:5]([F:30])=[C:4]([N:31]([N:38]2[CH2:43][CH2:42][N:41]([CH3:44])[CH2:40][CH2:39]2)[CH2:32][C:33]2[S:34][CH:35]=[CH:36][N:37]=2)[N:3]=1. The catalyst is O.C(O)(=O)C. The product is [Cl:1][C:2]1[N:7]=[C:6]([NH:8][NH:9][C:10](=[O:29])[C@H:11]([CH2:23][CH:24]2[CH2:28][CH2:27][CH2:26][CH2:25]2)[CH2:12][N:13]([OH:16])[CH:14]=[O:15])[C:5]([F:30])=[C:4]([N:31]([N:38]2[CH2:43][CH2:42][N:41]([CH3:44])[CH2:40][CH2:39]2)[CH2:32][C:33]2[S:34][CH:35]=[CH:36][N:37]=2)[N:3]=1. The yield is 0.250.